From a dataset of Full USPTO retrosynthesis dataset with 1.9M reactions from patents (1976-2016). Predict the reactants needed to synthesize the given product. (1) Given the product [CH3:11][O:10][C:9]1[C:4]2[C:3]([C:15]3[CH:20]=[CH:19][CH:18]=[CH:17][CH:16]=3)=[C:2]([C:29]3[CH:30]=[CH:31][C:32]([C:35]4([NH:39][C:40](=[O:46])[O:41][C:42]([CH3:44])([CH3:43])[CH3:45])[CH2:36][CH2:37][CH2:38]4)=[CH:33][CH:34]=3)[O:14][C:5]=2[N:6]=[C:7]([S:12][CH3:13])[N:8]=1, predict the reactants needed to synthesize it. The reactants are: Br[C:2]1[O:14][C:5]2[N:6]=[C:7]([S:12][CH3:13])[N:8]=[C:9]([O:10][CH3:11])[C:4]=2[C:3]=1[C:15]1[CH:20]=[CH:19][CH:18]=[CH:17][CH:16]=1.CC1(C)C(C)(C)OB([C:29]2[CH:34]=[CH:33][C:32]([C:35]3([NH:39][C:40](=[O:46])[O:41][C:42]([CH3:45])([CH3:44])[CH3:43])[CH2:38][CH2:37][CH2:36]3)=[CH:31][CH:30]=2)O1.[O-]P([O-])([O-])=O.[K+].[K+].[K+]. (2) Given the product [F:1][C:2]1[CH:9]=[C:8]([F:10])[CH:7]=[CH:6][C:3]=1[CH2:4][NH:21][CH2:18][CH2:19][CH3:20], predict the reactants needed to synthesize it. The reactants are: [F:1][C:2]1[CH:9]=[C:8]([F:10])[CH:7]=[CH:6][C:3]=1[CH:4]=O.C(OC)(OC)OC.[CH2:18]([NH2:21])[CH2:19][CH3:20].[BH4-].